Dataset: Reaction yield outcomes from USPTO patents with 853,638 reactions. Task: Predict the reaction yield, written as a fraction of the theoretical maximum amount of product (1.0 means a 100% yield; for example, 0.34 means a 34% yield). (1) The reactants are [F:1][C:2]1[CH:7]=[CH:6][CH:5]=[C:4]([F:8])[C:3]=1[N:9]1[C:14]2[N:15]=[C:16](S(C)=O)[N:17]=[C:18]([C:19]3[CH:20]=[C:21]([CH:28]=[CH:29][C:30]=3[CH3:31])[C:22]([NH:24][CH2:25][CH2:26][CH3:27])=[O:23])[C:13]=2[CH2:12][NH:11][C:10]1=[O:35].[CH3:36][N:37]([CH3:43])[CH2:38][CH2:39][CH2:40][NH:41][CH3:42]. The catalyst is C(Cl)Cl. The product is [F:1][C:2]1[CH:7]=[CH:6][CH:5]=[C:4]([F:8])[C:3]=1[N:9]1[C:14]2[N:15]=[C:16]([N:41]([CH2:40][CH2:39][CH2:38][N:37]([CH3:43])[CH3:36])[CH3:42])[N:17]=[C:18]([C:19]3[CH:20]=[C:21]([CH:28]=[CH:29][C:30]=3[CH3:31])[C:22]([NH:24][CH2:25][CH2:26][CH3:27])=[O:23])[C:13]=2[CH2:12][NH:11][C:10]1=[O:35]. The yield is 0.720. (2) The reactants are [Cl:1][C:2]1[CH:3]=[CH:4][CH:5]=[C:6]([OH:15])[C:7]=1[C:8]1[CH:13]=[CH:12][CH:11]=[CH:10][C:9]=1[CH3:14].C(=O)([O-])[O-].[K+].[K+].[CH2:22](Br)[CH:23]=[CH2:24]. The product is [CH2:24]([O:15][C:6]1[CH:5]=[CH:4][CH:3]=[C:2]([Cl:1])[C:7]=1[C:8]1[CH:13]=[CH:12][CH:11]=[CH:10][C:9]=1[CH3:14])[CH:23]=[CH2:22]. The catalyst is CN(C=O)C. The yield is 1.00. (3) The reactants are [C:1]1([CH3:25])[CH:6]=[CH:5][C:4]([C:7]2[C:11]([NH:12][C:13](=[O:24])[O:14][CH:15]([C:17]3[CH:22]=[CH:21][CH:20]=[CH:19][C:18]=3[Cl:23])[CH3:16])=[CH:10][O:9][N:8]=2)=[CH:3][CH:2]=1.[Br:26]N1C(=O)CCC1=O.C1C(C(OO)=O)=CC=CC=1.S([O-])([O-])(=O)=S.[Na+].[Na+]. The catalyst is C1C=CC=CC=1. The product is [Br:26][CH2:25][C:1]1[CH:2]=[CH:3][C:4]([C:7]2[C:11]([NH:12][C:13](=[O:24])[O:14][CH:15]([C:17]3[CH:22]=[CH:21][CH:20]=[CH:19][C:18]=3[Cl:23])[CH3:16])=[CH:10][O:9][N:8]=2)=[CH:5][CH:6]=1. The yield is 0.644. (4) The reactants are [Li+].C[Si]([N-][Si](C)(C)C)(C)C.[C:11](#[N:14])[CH2:12][CH3:13].[CH3:15][N:16]1[CH:20]=[C:19]([C:21](OCC)=[O:22])[CH:18]=[N:17]1. The catalyst is C1COCC1. The product is [CH3:13][CH:12]([C:21]([C:19]1[CH:18]=[N:17][N:16]([CH3:15])[CH:20]=1)=[O:22])[C:11]#[N:14]. The yield is 0.820.